This data is from Forward reaction prediction with 1.9M reactions from USPTO patents (1976-2016). The task is: Predict the product of the given reaction. (1) Given the reactants [N:1]1([C:7]([O:9][C:10]([CH3:13])([CH3:12])[CH3:11])=[O:8])[CH2:6][CH2:5][NH:4][CH2:3][CH2:2]1.[CH:14]([S:16]([CH3:19])(=[O:18])=[O:17])=[CH2:15].C([O-])([O-])=O.[Na+].[Na+].O, predict the reaction product. The product is: [CH3:19][S:16]([CH2:14][CH2:15][N:4]1[CH2:5][CH2:6][N:1]([C:7]([O:9][C:10]([CH3:13])([CH3:12])[CH3:11])=[O:8])[CH2:2][CH2:3]1)(=[O:18])=[O:17]. (2) Given the reactants [Cl:1][C:2]1[CH:7]=[CH:6][C:5]([S:8]([NH:11][C@@H:12]2[CH2:18][C:17]([F:20])([F:19])[CH2:16][CH2:15][NH:14][C:13]2=[O:21])(=[O:10])=[O:9])=[CH:4][CH:3]=1.[F:22][C:23]1[CH:28]=[C:27]([O:29][CH3:30])[CH:26]=[CH:25][C:24]=1[CH2:31]O, predict the reaction product. The product is: [Cl:1][C:2]1[CH:7]=[CH:6][C:5]([S:8]([N:11]([C@@H:12]2[CH2:18][C:17]([F:19])([F:20])[CH2:16][CH2:15][NH:14][C:13]2=[O:21])[CH2:31][C:24]2[CH:25]=[CH:26][C:27]([O:29][CH3:30])=[CH:28][C:23]=2[F:22])(=[O:9])=[O:10])=[CH:4][CH:3]=1. (3) The product is: [OH:48][C@H:49]([CH3:50])[C:8]([N:5]1[CH2:6][CH2:7][C@H:2]([O:1][C:17]2[CH:24]=[CH:23][C:22]([C:25]3[N:30]=[C:29]([NH:31][C:32]4[CH:37]=[CH:36][C:35]([N:38]5[CH2:43][CH2:42][N:41]([CH:44]6[CH2:47][O:46][CH2:45]6)[CH2:40][CH2:39]5)=[CH:34][CH:33]=4)[N:28]=[CH:27][N:26]=3)=[CH:21][C:18]=2[C:19]#[N:20])[CH2:3][C@H:4]1[CH3:15])=[O:10]. Given the reactants [OH:1][C@H:2]1[CH2:7][CH2:6][N:5]([C:8]([O:10]C(C)(C)C)=O)[C@H:4]([CH3:15])[CH2:3]1.F[C:17]1[CH:24]=[CH:23][C:22]([C:25]2[N:30]=[C:29]([NH:31][C:32]3[CH:37]=[CH:36][C:35]([N:38]4[CH2:43][CH2:42][N:41]([CH:44]5[CH2:47][O:46][CH2:45]5)[CH2:40][CH2:39]4)=[CH:34][CH:33]=3)[N:28]=[CH:27][N:26]=2)=[CH:21][C:18]=1[C:19]#[N:20].[OH:48][C@H:49](C)[C:50](O)=O, predict the reaction product. (4) The product is: [CH3:36][Si:37]([CH3:44])([C:38]([CH3:40])([CH3:39])[CH:41]([CH3:43])[CH3:42])[O:1][C@@H:2]([C:27]([OH:30])([CH3:29])[CH3:28])[CH2:3][CH2:4][C@H:5]([C@@H:13]1[C@:21]2([CH3:22])[C@H:16]([C@@H:17]([O:23][C:24](=[O:26])[CH3:25])[CH2:18][CH2:19][CH2:20]2)[CH2:15][CH2:14]1)[CH2:6][CH2:7][CH2:8][C:9]([OH:12])([CH3:10])[CH3:11]. Given the reactants [OH:1][C@@H:2]([C:27]([OH:30])([CH3:29])[CH3:28])[CH2:3][CH2:4][C@H:5]([C@@H:13]1[C@:21]2([CH3:22])[C@H:16]([C@@H:17]([O:23][C:24](=[O:26])[CH3:25])[CH2:18][CH2:19][CH2:20]2)[CH2:15][CH2:14]1)[CH2:6][CH2:7][CH2:8][C:9]([OH:12])([CH3:11])[CH3:10].N1C=CN=C1.[CH3:36][Si:37](Cl)([CH3:44])[C:38]([CH:41]([CH3:43])[CH3:42])([CH3:40])[CH3:39].C(OCC)(=O)C, predict the reaction product. (5) Given the reactants [Si](O[C@H:9]1[CH2:14][CH2:13][C@@:12]([C@H:16]2[CH2:24][CH2:23][C@@:22]3([CH3:25])[C@@H:18]([CH2:19]/[C:20](=[CH:27]/O)/[C:21]3=O)[C@@H:17]2[CH2:29][NH:30][C:31](=[O:37])[O:32][C:33]([CH3:36])([CH3:35])[CH3:34])([CH3:15])[C@@H:11]([CH2:38][O:39][Si:40]([C:43]([CH3:46])([CH3:45])[CH3:44])([CH3:42])[CH3:41])[CH2:10]1)(C(C)(C)C)(C)C.[OH2:47].[NH2:48][NH2:49], predict the reaction product. The product is: [Si:40]([O:47][C@H:9]1[CH2:14][CH2:13][C@@:12]([C@H:16]2[CH2:24][CH2:23][C@@:22]3([CH3:25])[C@@H:18]([CH2:19][C:20]4[CH:27]=[N:49][NH:48][C:21]=43)[C@@H:17]2[CH2:29][NH:30][C:31](=[O:37])[O:32][C:33]([CH3:34])([CH3:35])[CH3:36])([CH3:15])[C@@H:11]([CH2:38][O:39][Si:40]([C:43]([CH3:46])([CH3:45])[CH3:44])([CH3:41])[CH3:42])[CH2:10]1)([C:43]([CH3:46])([CH3:45])[CH3:44])([CH3:42])[CH3:41]. (6) Given the reactants [N:1]1([C:7]2[CH:8]=[CH:9][C:10]3[N:11]([C:13]([C:16]([F:19])([F:18])[F:17])=[N:14][N:15]=3)[N:12]=2)[CH2:6][CH2:5][NH:4][CH2:3][CH2:2]1.[F:20][C:21]([S:24][C:25]1[CH:26]=[C:27]([CH:30]=[CH:31][CH:32]=1)[CH:28]=O)([F:23])[F:22], predict the reaction product. The product is: [F:19][C:16]([F:17])([F:18])[C:13]1[N:11]2[N:12]=[C:7]([N:1]3[CH2:2][CH2:3][N:4]([CH2:28][C:27]4[CH:30]=[CH:31][CH:32]=[C:25]([S:24][C:21]([F:23])([F:20])[F:22])[CH:26]=4)[CH2:5][CH2:6]3)[CH:8]=[CH:9][C:10]2=[N:15][N:14]=1. (7) Given the reactants [Cl:1][C:2]1[CH:28]=[CH:27][C:5]([O:6][C:7]2[CH:12]=[CH:11][C:10]([NH:13][CH:14]([C:17]3[CH:22]=[CH:21][CH:20]=[C:19]([C:23]([F:26])([F:25])[F:24])[CH:18]=3)[CH2:15][NH2:16])=[CH:9][CH:8]=2)=[CH:4][CH:3]=1.[C:29](=S)=[S:30].CCN(C(C)C)C(C)C, predict the reaction product. The product is: [Cl:1][C:2]1[CH:3]=[CH:4][C:5]([O:6][C:7]2[CH:12]=[CH:11][C:10]([N:13]3[CH:14]([C:17]4[CH:22]=[CH:21][CH:20]=[C:19]([C:23]([F:24])([F:25])[F:26])[CH:18]=4)[CH2:15][NH:16][C:29]3=[S:30])=[CH:9][CH:8]=2)=[CH:27][CH:28]=1.